Dataset: Experimentally validated miRNA-target interactions with 360,000+ pairs, plus equal number of negative samples. Task: Binary Classification. Given a miRNA mature sequence and a target amino acid sequence, predict their likelihood of interaction. The miRNA is mmu-miR-547-3p with sequence CUUGGUACAUCUUUGAGUGAG. The protein sequence of the target gene is MNEQKMNEQMKKTAKTSGQKGPGGRALDRLTLKQDEARPVQNTRVEAPRVTYTIRDESEISPETEEDGFPDGYLECIIRGEFSEPILEEDFLFKSFESLEEVEQNLSRQVLEASSLLESSLEYMTKGTKQEKTEVTQETPPLRVGASSLLAGGPAEKPEGGVYCGVLSMLECPQAGCKKKLRGKTALRKHMLVHGPRRHVCAECGKAFTESSKLKRHFLVHTGEKPYQCTFEGCGKRFSLDFNLRTHIRIHTGERRFVCPFDGCEKSFIQSNNQKIHILTHAKAGKKC. Result: 1 (interaction).